This data is from Full USPTO retrosynthesis dataset with 1.9M reactions from patents (1976-2016). The task is: Predict the reactants needed to synthesize the given product. (1) Given the product [CH2:1]([N:5]1[CH2:14][CH2:13][C:8](=[O:9])[CH2:7][CH2:6]1)[CH2:2][CH2:3][CH3:4], predict the reactants needed to synthesize it. The reactants are: [CH2:1]([N:5]1[CH2:14][CH2:13][C:8]2(OCC[O:9]2)[CH2:7][CH2:6]1)[CH2:2][CH2:3][CH3:4]. (2) Given the product [CH3:2][C:3]1([CH3:26])[CH2:12][CH2:11][C:10]([CH3:13])([CH3:14])[C:9]2[CH:8]=[C:7]([C:15]3[S:16][CH:17]=[C:18]([CH:20]4[CH2:25][CH2:24][N:23]([CH2:34][CH2:33][CH2:32][CH2:31][OH:30])[CH2:22][CH2:21]4)[N:19]=3)[CH:6]=[CH:5][C:4]1=2, predict the reactants needed to synthesize it. The reactants are: Cl.[CH3:2][C:3]1([CH3:26])[CH2:12][CH2:11][C:10]([CH3:14])([CH3:13])[C:9]2[CH:8]=[C:7]([C:15]3[S:16][CH:17]=[C:18]([CH:20]4[CH2:25][CH2:24][NH:23][CH2:22][CH2:21]4)[N:19]=3)[CH:6]=[CH:5][C:4]1=2.C([O:30][CH2:31][CH2:32][CH2:33][CH2:34]Br)(=O)C.[OH-].[Na+]. (3) Given the product [Cl:23][C:24]1[CH:31]=[CH:30][C:27]([CH2:28][NH:9][C:7](=[O:8])[C:6]2[C:10]([CH3:20])=[CH:11][C:12]([N:14]3[CH2:15][CH2:16][O:17][CH2:18][CH2:19]3)=[CH:13][C:5]=2[S:3]([CH2:1][CH3:2])=[O:4])=[CH:26][CH:25]=1, predict the reactants needed to synthesize it. The reactants are: [CH2:1]([S:3]([C:5]1[CH:13]=[C:12]([N:14]2[CH2:19][CH2:18][O:17][CH2:16][CH2:15]2)[CH:11]=[C:10]([CH3:20])[C:6]=1[C:7]([NH2:9])=[O:8])=[O:4])[CH3:2].[OH-].[Na+].[Cl:23][C:24]1[CH:31]=[CH:30][C:27]([CH2:28]Br)=[CH:26][CH:25]=1. (4) Given the product [N+:14]([C:17]1[CH:24]=[CH:23][CH:22]=[CH:21][C:18]=1[CH:19]=[CH:5][C:3]#[N:4])([O-:16])=[O:15], predict the reactants needed to synthesize it. The reactants are: [H-].[Na+].[C:3]([CH2:5]P(=O)(OCC)OCC)#[N:4].[N+:14]([C:17]1[CH:24]=[CH:23][CH:22]=[CH:21][C:18]=1[CH:19]=O)([O-:16])=[O:15].[Cl-].[NH4+]. (5) Given the product [CH3:30][O:31][C:32](=[O:43])[C:33]1[CH:38]=[CH:37][C:36]([CH2:39][O:1][C:2]2[CH:7]=[CH:6][CH:5]=[C:4]([C:8]3[C:17]4[C:12](=[C:13]([C:18]([F:21])([F:19])[F:20])[CH:14]=[CH:15][CH:16]=4)[N:11]=[CH:10][C:9]=3[C:22](=[O:23])[C:24]3[CH:25]=[CH:26][CH:27]=[CH:28][CH:29]=3)[CH:3]=2)=[C:35]([O:41][CH3:42])[CH:34]=1, predict the reactants needed to synthesize it. The reactants are: [OH:1][C:2]1[CH:3]=[C:4]([C:8]2[C:17]3[C:12](=[C:13]([C:18]([F:21])([F:20])[F:19])[CH:14]=[CH:15][CH:16]=3)[N:11]=[CH:10][C:9]=2[C:22]([C:24]2[CH:29]=[CH:28][CH:27]=[CH:26][CH:25]=2)=[O:23])[CH:5]=[CH:6][CH:7]=1.[CH3:30][O:31][C:32](=[O:43])[C:33]1[CH:38]=[CH:37][C:36]([CH2:39]Br)=[C:35]([O:41][CH3:42])[CH:34]=1. (6) Given the product [Br:16][CH2:13][C:12]1[CH:11]=[CH:10][C:5]([C:6]([O:8][CH3:9])=[O:7])=[CH:4][C:3]=1[C:2]([F:14])([F:15])[F:1], predict the reactants needed to synthesize it. The reactants are: [F:1][C:2]([F:15])([F:14])[C:3]1[CH:4]=[C:5]([CH:10]=[CH:11][C:12]=1[CH3:13])[C:6]([O:8][CH3:9])=[O:7].[Br:16]N1C(=O)CCC1=O.C(OOCC1C=CC=CC=1)C1C=CC=CC=1. (7) Given the product [F:1][CH2:2][C:3]([O:5][C:13](=[O:14])[O:15][CH2:16][Cl:17])([CH3:6])[CH3:4], predict the reactants needed to synthesize it. The reactants are: [F:1][CH2:2][C:3]([CH3:6])([OH:5])[CH3:4].C1COCC1.Cl[C:13]([O:15][CH2:16][Cl:17])=[O:14].N1C=CC=CC=1.